Dataset: Forward reaction prediction with 1.9M reactions from USPTO patents (1976-2016). Task: Predict the product of the given reaction. The product is: [CH:26]1([NH:29][C:30]2[N:32]=[C:14]([OH:18])[C:15]([C:16]#[N:17])=[C:1]([C:2]3[CH:7]=[CH:6][CH:5]=[C:4]([O:8][CH3:9])[CH:3]=3)[N:31]=2)[CH2:28][CH2:27]1. Given the reactants [CH:1](=O)[C:2]1[CH:7]=[CH:6][CH:5]=[C:4]([O:8][CH3:9])[CH:3]=1.C(O[C:14](=[O:18])[CH2:15][C:16]#[N:17])C.C(=O)([O-])[O-].[K+].[K+].Cl.[CH:26]1([NH:29][C:30]([NH2:32])=[NH:31])[CH2:28][CH2:27]1, predict the reaction product.